Dataset: Forward reaction prediction with 1.9M reactions from USPTO patents (1976-2016). Task: Predict the product of the given reaction. (1) Given the reactants C[O:2][C:3](=[O:21])/[CH:4]=[CH:5]/[C:6]1[CH:11]=[CH:10][C:9]([Cl:12])=[CH:8][C:7]=1[NH:13][C:14]([O:16][C:17]([CH3:20])([CH3:19])[CH3:18])=[O:15].[OH-].[Na+].O, predict the reaction product. The product is: [C:17]([O:16][C:14]([NH:13][C:7]1[CH:8]=[C:9]([Cl:12])[CH:10]=[CH:11][C:6]=1/[CH:5]=[CH:4]/[C:3]([OH:21])=[O:2])=[O:15])([CH3:20])([CH3:18])[CH3:19]. (2) Given the reactants [CH3:1][C:2]1[C:6]2[C:7](=[O:19])[N:8]([CH2:12][CH2:13][N:14]3[CH2:18][CH2:17][CH2:16][CH2:15]3)[CH2:9][CH2:10][CH2:11][C:5]=2[NH:4][C:3]=1[CH:20]=O.[F:22][C:23]1[CH:24]=[C:25]2[C:29](=[C:30]([NH:32][CH:33]=[O:34])[CH:31]=1)[NH:28][C:27](=[O:35])[CH2:26]2, predict the reaction product. The product is: [F:22][C:23]1[CH:24]=[C:25]2[C:29](=[C:30]([NH:32][CH:33]=[O:34])[CH:31]=1)[NH:28][C:27](=[O:35])[C:26]2=[CH:20][C:3]1[NH:4][C:5]2[CH2:11][CH2:10][CH2:9][N:8]([CH2:12][CH2:13][N:14]3[CH2:15][CH2:16][CH2:17][CH2:18]3)[C:7](=[O:19])[C:6]=2[C:2]=1[CH3:1].